From a dataset of Reaction yield outcomes from USPTO patents with 853,638 reactions. Predict the reaction yield, written as a fraction of the theoretical maximum amount of product (1.0 means a 100% yield; for example, 0.34 means a 34% yield). (1) The reactants are C(=O)([O-])[O-].[K+].[K+].F[C:8]1[CH:15]=[CH:14][C:11]([C:12]#[N:13])=[CH:10][CH:9]=1.[Cl:16][C:17]1[CH:36]=[C:35]([OH:37])[CH:34]=[C:33]([Cl:38])[C:18]=1[CH2:19][C@@H:20]1[CH2:24][CH2:23][N:22]([N:25]2[CH2:30][CH2:29][CH:28]([OH:31])[CH2:27][CH2:26]2)[C:21]1=[O:32]. The catalyst is CS(C)=O.C(OCC)(=O)C. The product is [Cl:16][C:17]1[CH:36]=[C:35]([CH:34]=[C:33]([Cl:38])[C:18]=1[CH2:19][C@@H:20]1[CH2:24][CH2:23][N:22]([N:25]2[CH2:30][CH2:29][CH:28]([OH:31])[CH2:27][CH2:26]2)[C:21]1=[O:32])[O:37][C:8]1[CH:15]=[CH:14][C:11]([C:12]#[N:13])=[CH:10][CH:9]=1. The yield is 0.500. (2) The reactants are [Cl:1][C:2]1[CH:3]=[N+:4]([O-:27])[CH:5]=[C:6]([Cl:26])[C:7]=1[CH2:8][C@@H:9]([C:11]1[CH:16]=[CH:15][C:14]([O:17][CH:18]([F:20])[F:19])=[C:13]([O:21][CH2:22][CH:23]2[CH2:25][CH2:24]2)[CH:12]=1)[OH:10].[C:28]([O:32][C:33]([N:35]1[CH2:39][CH2:38][CH2:37][C@H:36]1[C:40](O)=[O:41])=[O:34])([CH3:31])([CH3:30])[CH3:29].C(Cl)CCl. The catalyst is CN(C1C=CN=CC=1)C.CN(C=O)C. The product is [C:28]([O:32][C:33]([N:35]1[CH2:39][CH2:38][CH2:37][C@H:36]1[C:40]([O:10][C@H:9]([C:11]1[CH:16]=[CH:15][C:14]([O:17][CH:18]([F:20])[F:19])=[C:13]([O:21][CH2:22][CH:23]2[CH2:25][CH2:24]2)[CH:12]=1)[CH2:8][C:7]1[C:6]([Cl:26])=[CH:5][N+:4]([O-:27])=[CH:3][C:2]=1[Cl:1])=[O:41])=[O:34])([CH3:31])([CH3:30])[CH3:29]. The yield is 0.990. (3) The reactants are [Cl:1][C:2]1[CH:3]=[C:4]([CH:8]2[C:12]([C:15]3[CH:20]=[CH:19][C:18]([Cl:21])=[CH:17][CH:16]=3)([C:13]#[N:14])[CH:11]([CH2:22][C:23]([CH3:26])([CH3:25])[CH3:24])[NH:10][CH:9]2[C:27]([OH:29])=O)[CH:5]=[CH:6][CH:7]=1.[O:30]([CH2:34][CH2:35][NH2:36])[CH2:31][CH2:32][NH2:33].CN(C(ON1N=NC2C=CC=NC1=2)=[N+](C)C)C.F[P-](F)(F)(F)(F)F.CCN(C(C)C)C(C)C. The catalyst is C(Cl)Cl. The product is [NH2:33][CH2:32][CH2:31][O:30][CH2:34][CH2:35][NH:36][C:27]([CH:9]1[CH:8]([C:4]2[CH:5]=[CH:6][CH:7]=[C:2]([Cl:1])[CH:3]=2)[C:12]([C:15]2[CH:20]=[CH:19][C:18]([Cl:21])=[CH:17][CH:16]=2)([C:13]#[N:14])[CH:11]([CH2:22][C:23]([CH3:24])([CH3:26])[CH3:25])[NH:10]1)=[O:29]. The yield is 0.196. (4) The reactants are [CH:1]([C:3]1[CH:11]=[CH:10][C:6]([C:7]([OH:9])=[O:8])=[C:5]([CH3:12])[CH:4]=1)=[O:2].S(=O)(=O)(O)O.[CH2:18](O)[CH3:19]. No catalyst specified. The product is [CH:1]([C:3]1[CH:11]=[CH:10][C:6]([C:7]([O:9][CH2:18][CH3:19])=[O:8])=[C:5]([CH3:12])[CH:4]=1)=[O:2]. The yield is 0.800.